Dataset: Full USPTO retrosynthesis dataset with 1.9M reactions from patents (1976-2016). Task: Predict the reactants needed to synthesize the given product. (1) Given the product [Cl:18][C:12]1[N:13]=[N:14][C:9]([C:3]2[C:2]([CH3:1])=[CH:7][CH:6]=[CH:5][C:4]=2[CH3:8])=[CH:10][CH:11]=1, predict the reactants needed to synthesize it. The reactants are: [CH3:1][C:2]1[CH:7]=[CH:6][CH:5]=[C:4]([CH3:8])[C:3]=1[C:9]1[N:14]=[N:13][C:12](O)=[CH:11][CH:10]=1.O=P(Cl)(Cl)[Cl:18]. (2) Given the product [CH:11]([N:8]1[CH2:9][CH2:10][N:5]([C:3](=[O:4])[CH:2]([NH:1][C:43](=[O:44])[C:42]2[CH:41]=[C:40]([O:39][CH3:38])[C:48]([O:49][CH3:50])=[C:47]([O:51][CH3:52])[CH:46]=2)[CH2:24][C:25]2[CH:26]=[N:27][CH:28]=[CH:29][CH:30]=2)[CH2:6][CH2:7]1)([C:18]1[CH:19]=[CH:20][CH:21]=[CH:22][CH:23]=1)[C:12]1[CH:17]=[CH:16][CH:15]=[CH:14][CH:13]=1, predict the reactants needed to synthesize it. The reactants are: [NH2:1][CH:2]([CH2:24][C:25]1[CH:26]=[N:27][CH:28]=[CH:29][CH:30]=1)[C:3]([N:5]1[CH2:10][CH2:9][N:8]([CH:11]([C:18]2[CH:23]=[CH:22][CH:21]=[CH:20][CH:19]=2)[C:12]2[CH:17]=[CH:16][CH:15]=[CH:14][CH:13]=2)[CH2:7][CH2:6]1)=[O:4].C(N(CC)CC)C.[CH3:38][O:39][C:40]1[CH:41]=[C:42]([CH:46]=[C:47]([O:51][CH3:52])[C:48]=1[O:49][CH3:50])[C:43](Cl)=[O:44]. (3) Given the product [CH3:42][O:41][C:38]([CH3:40])([CH3:39])[C:37]#[C:36][C:27]1[CH:28]=[C:29]2[C@@:30]3([CH2:34][O:33][C:32]([NH2:35])=[N:31]3)[C:19]3[C:20](=[CH:21][CH:22]=[C:17]([C:51]4[CH:56]=[CH:55][N:54]=[N:53][CH:52]=4)[CH:18]=3)[O:23][C:24]2=[N:25][CH:26]=1, predict the reactants needed to synthesize it. The reactants are: FC(F)(S(O[C:17]1[CH:18]=[C:19]2[C@:30]3([CH2:34][O:33][C:32]([NH2:35])=[N:31]3)[C:29]3[C:24](=[N:25][CH:26]=[C:27]([C:36]#[C:37][C:38]([O:41][CH3:42])([CH3:40])[CH3:39])[CH:28]=3)[O:23][C:20]2=[CH:21][CH:22]=1)(=O)=O)C(F)(F)C(F)(F)C(F)(F)F.[Cl-].[Li+].C([Sn](CCCC)(CCCC)[C:51]1[CH:56]=[CH:55][N:54]=[N:53][CH:52]=1)CCC. (4) Given the product [Cl:1][C:2]1[S:6][C:5]([O:7][CH2:8][C:9]([N:11]2[CH2:16][CH2:15][N:14]([CH2:33][C:26]3[CH:25]=[CH:30][C:29]([C:31]#[N:32])=[CH:28][CH:27]=3)[C:13](=[O:17])[CH:12]2[CH2:18][C:19]([O:21][CH2:22][CH3:23])=[O:20])=[O:10])=[CH:4][CH:3]=1, predict the reactants needed to synthesize it. The reactants are: [Cl:1][C:2]1[S:6][C:5]([O:7][CH2:8][C:9]([N:11]2[CH2:16][CH2:15][NH:14][C:13](=[O:17])[CH:12]2[CH2:18][C:19]([O:21][CH2:22][CH3:23])=[O:20])=[O:10])=[CH:4][CH:3]=1.Br[C:25]1[CH:30]=[C:29]([C:31]#[N:32])[CH:28]=[CH:27][C:26]=1[CH3:33].C([O-])([O-])=O.[Cs+].[Cs+]. (5) Given the product [CH3:14][S:15][CH:2]([C:5]1[CH:10]=[CH:9][CH:8]=[C:7]([N+:11]([O-:13])=[O:12])[CH:6]=1)[CH2:3][CH3:4], predict the reactants needed to synthesize it. The reactants are: Cl[CH:2]([C:5]1[CH:10]=[CH:9][CH:8]=[C:7]([N+:11]([O-:13])=[O:12])[CH:6]=1)[CH2:3][CH3:4].[CH3:14][S-:15].[Na+].O. (6) Given the product [Br:1][C:2]1[CH:29]=[CH:28][C:27]([F:30])=[CH:26][C:3]=1[O:4][CH:5]1[CH2:10][CH2:9][N:8]([C:11]2[S:12][C:13]3[C:18]([O:34][CH2:33][CH2:32][CH2:31][OH:35])=[N:17][C:16]([S:20][CH2:21][C:22]([OH:24])=[O:23])=[N:15][C:14]=3[N:25]=2)[CH2:7][CH2:6]1, predict the reactants needed to synthesize it. The reactants are: [Br:1][C:2]1[CH:29]=[CH:28][C:27]([F:30])=[CH:26][C:3]=1[O:4][CH:5]1[CH2:10][CH2:9][N:8]([C:11]2[S:12][C:13]3[C:18](Cl)=[N:17][C:16]([S:20][CH2:21][C:22]([OH:24])=[O:23])=[N:15][C:14]=3[N:25]=2)[CH2:7][CH2:6]1.[CH2:31]([OH:35])[CH2:32][CH2:33][OH:34].[OH-].[Na+].OP([O-])(O)=O.[K+]. (7) The reactants are: CN(C)C=O.Br[CH2:7][CH2:8][CH2:9][CH2:10][O:11][C:12]1[C:21]([CH2:22][CH2:23][CH3:24])=[C:20]2[C:15]([C:16]([C:26]([F:29])([F:28])[F:27])=[CH:17][C:18](=[O:25])[O:19]2)=[CH:14][CH:13]=1.C(=O)([O-])[O-].[K+].[K+].[O:36]1[CH2:41][CH2:40][O:39][C:38]2[CH:42]=[C:43]([C:46]3([CH3:53])[NH:50][C:49](=[O:51])[NH:48][C:47]3=[O:52])[CH:44]=[CH:45][C:37]1=2. Given the product [O:36]1[CH2:41][CH2:40][O:39][C:38]2[CH:42]=[C:43]([C:46]3([CH3:53])[NH:50][C:49](=[O:51])[N:48]([CH2:7][CH2:8][CH2:9][CH2:10][O:11][C:12]4[C:21]([CH2:22][CH2:23][CH3:24])=[C:20]5[C:15]([C:16]([C:26]([F:29])([F:28])[F:27])=[CH:17][C:18](=[O:25])[O:19]5)=[CH:14][CH:13]=4)[C:47]3=[O:52])[CH:44]=[CH:45][C:37]1=2, predict the reactants needed to synthesize it.